This data is from Forward reaction prediction with 1.9M reactions from USPTO patents (1976-2016). The task is: Predict the product of the given reaction. (1) Given the reactants [CH:1]1([C:6]2([CH2:14][CH2:15][C:16]3[CH:21]=[CH:20][C:19]([CH:22]([F:24])[F:23])=[C:18]([F:25])[CH:17]=3)[O:11][C:10](=[O:12])[CH2:9][C:8](=[O:13])[CH2:7]2)[CH2:5][CH2:4][CH2:3][CH2:2]1.Cl[CH2:27][C:28]1[N:29]=[C:30]2[S:37][CH:36]=[C:35]([CH3:38])[N:31]2[C:32](=[O:34])[CH:33]=1.O.OC1N=CN=C2C=1NC(S)=N2, predict the reaction product. The product is: [CH:1]1([C:6]2([CH2:14][CH2:15][C:16]3[CH:21]=[CH:20][C:19]([CH:22]([F:24])[F:23])=[C:18]([F:25])[CH:17]=3)[O:11][C:10](=[O:12])[C:9]([CH2:27][C:28]3[N:29]=[C:30]4[S:37][CH:36]=[C:35]([CH3:38])[N:31]4[C:32](=[O:34])[CH:33]=3)=[C:8]([OH:13])[CH2:7]2)[CH2:5][CH2:4][CH2:3][CH2:2]1. (2) Given the reactants [OH:1][CH2:2][CH2:3][N:4](C)[C:5](=O)OC(C)(C)C.N1C=CC=CC=1.[C:19]([Cl:26])(=[O:25])[O:20][CH2:21][CH2:22][O:23][CH3:24], predict the reaction product. The product is: [ClH:26].[C:19](=[O:25])([O:1][CH2:2][CH2:3][NH:4][CH3:5])[O:20][CH2:21][CH2:22][O:23][CH3:24]. (3) Given the reactants [Br:1][C:2]1[CH:3]=[C:4]([C:11]([N:13]2[CH2:18][CH2:17][O:16][C:15]3[N:19]=[CH:20][C:21]([C:23]4[CH:28]=[CH:27][CH:26]=[C:25]([C:29]([F:32])([F:31])[F:30])[CH:24]=4)=[CH:22][C:14]2=3)=[O:12])[CH:5]=[C:6]([Br:10])[C:7]=1[O:8]C.[Br-].[Li+].N1CCNCC1, predict the reaction product. The product is: [Br:1][C:2]1[CH:3]=[C:4]([C:11]([N:13]2[CH2:18][CH2:17][O:16][C:15]3[N:19]=[CH:20][C:21]([C:23]4[CH:28]=[CH:27][CH:26]=[C:25]([C:29]([F:30])([F:32])[F:31])[CH:24]=4)=[CH:22][C:14]2=3)=[O:12])[CH:5]=[C:6]([Br:10])[C:7]=1[OH:8]. (4) Given the reactants [CH3:1][O:2][C:3]([C:5]#[C:6][C:7]([O:9][CH3:10])=[O:8])=[O:4].[CH3:11][O:12][C:13]1[CH:14]=[C:15]2[C:20](=[C:21]([NH2:23])[CH:22]=1)[N:19]=[CH:18][CH:17]=[CH:16]2, predict the reaction product. The product is: [CH3:1][O:2][C:3](=[O:4])[C:5]([NH:23][C:21]1[CH:22]=[C:13]([O:12][CH3:11])[CH:14]=[C:15]2[C:20]=1[N:19]=[CH:18][CH:17]=[CH:16]2)=[CH:6][C:7]([O:9][CH3:10])=[O:8].